Dataset: Catalyst prediction with 721,799 reactions and 888 catalyst types from USPTO. Task: Predict which catalyst facilitates the given reaction. (1) Reactant: [C:1]1([C@@H:7]([NH:10][C:11]([C:13]2[C:22]3[C:17](=[C:18]([N+:23]([O-])=O)[CH:19]=[CH:20][CH:21]=3)[C:16](=[O:26])[N:15]([C:27]3[CH:32]=[CH:31][CH:30]=[CH:29][CH:28]=3)[C:14]=2[CH3:33])=[O:12])[CH2:8][CH3:9])[CH:6]=[CH:5][CH:4]=[CH:3][CH:2]=1.O1CCCC1. Product: [C:1]1([C@@H:7]([NH:10][C:11]([C:13]2[C:22]3[C:17](=[C:18]([NH2:23])[CH:19]=[CH:20][CH:21]=3)[C:16](=[O:26])[N:15]([C:27]3[CH:32]=[CH:31][CH:30]=[CH:29][CH:28]=3)[C:14]=2[CH3:33])=[O:12])[CH2:8][CH3:9])[CH:6]=[CH:5][CH:4]=[CH:3][CH:2]=1. The catalyst class is: 401. (2) Reactant: Cl[C:2]1[C:7]([CH3:8])=[CH:6][N:5]2[N:9]=[CH:10][C:11]([C:12]([O:14][CH2:15][CH3:16])=[O:13])=[C:4]2[N:3]=1.[F:17][C:18]([F:25])([F:24])[C:19]1[N:20]=[CH:21][NH:22][CH:23]=1.C(=O)([O-])[O-].[K+].[K+].CN(C)C(=O)C. Product: [CH3:8][C:7]1[C:2]([N:22]2[CH:23]=[C:19]([C:18]([F:25])([F:24])[F:17])[N:20]=[CH:21]2)=[N:3][C:4]2[N:5]([N:9]=[CH:10][C:11]=2[C:12]([O:14][CH2:15][CH3:16])=[O:13])[CH:6]=1. The catalyst class is: 170. (3) Reactant: [C:1]([O:5][C:6]([NH:8][CH:9]([C:13]([CH3:16])([CH3:15])[CH3:14])[C:10]([OH:12])=O)=[O:7])([CH3:4])([CH3:3])[CH3:2].CCN=C=NCCCN(C)C.Cl.[CH3:29][NH:30][O:31][CH3:32].CCN(C(C)C)C(C)C. Product: [CH3:32][O:31][N:30]([CH3:29])[C:10](=[O:12])[CH:9]([NH:8][C:6](=[O:7])[O:5][C:1]([CH3:2])([CH3:3])[CH3:4])[C:13]([CH3:16])([CH3:15])[CH3:14]. The catalyst class is: 2. (4) Reactant: [Br:1][C:2]1[CH:7]=[CH:6][CH:5]=[C:4]([Br:8])[C:3]=1[CH3:9].[Br:10]N1C(=O)CCC1=O.C(OOC(=O)C1C=CC=CC=1)(=O)C1C=CC=CC=1. Product: [Br:1][C:2]1[CH:7]=[CH:6][CH:5]=[C:4]([Br:8])[C:3]=1[CH2:9][Br:10]. The catalyst class is: 53. (5) Reactant: C[O:2][C:3]1[C:12]([C:13]2[CH:18]=[C:17]([Br:19])[CH:16]=[CH:15][C:14]=2[F:20])=[CH:11][C:10]2[C:5](=[CH:6][CH:7]=[CH:8][CH:9]=2)[N:4]=1.ClCCl.B(Br)(Br)Br.CO. Product: [OH:2][C:3]1[C:12]([C:13]2[CH:18]=[C:17]([Br:19])[CH:16]=[CH:15][C:14]=2[F:20])=[CH:11][C:10]2[C:5](=[CH:6][CH:7]=[CH:8][CH:9]=2)[N:4]=1. The catalyst class is: 6. (6) Reactant: Br[C:2]1[CH:3]=[C:4]2[C:9]([NH:10][C@@H:11]([C:13]3[CH:18]=[CH:17][CH:16]=[CH:15][C:14]=3[F:19])[CH3:12])=[C:8]([C:20]([NH2:22])=[O:21])[CH:7]=[N:6][N:5]2[CH:23]=1.[C:24]1(B(O)O)[CH:29]=[CH:28][CH:27]=[CH:26][CH:25]=1.[O-]P([O-])([O-])=O.[K+].[K+].[K+].N#N. Product: [F:19][C:14]1[CH:15]=[CH:16][CH:17]=[CH:18][C:13]=1[C@H:11]([NH:10][C:9]1[C:4]2[N:5]([CH:23]=[C:2]([C:24]3[CH:29]=[CH:28][CH:27]=[CH:26][CH:25]=3)[CH:3]=2)[N:6]=[CH:7][C:8]=1[C:20]([NH2:22])=[O:21])[CH3:12]. The catalyst class is: 12. (7) Reactant: [O:1]1[C:5]2[CH:6]=[CH:7][C:8]([CH2:10][N:11]3[C:20]([C:21](O)=[O:22])=[C:19]([C:24]4[CH:29]=[CH:28][CH:27]=[CH:26][CH:25]=4)[C:18]4[C:13](=[CH:14][CH:15]=[C:16]([Br:30])[CH:17]=4)[C:12]3=[O:31])=[CH:9][C:4]=2[O:3][CH2:2]1.C(Cl)(=O)C([Cl:35])=O. Product: [O:1]1[C:5]2[CH:6]=[CH:7][C:8]([CH2:10][N:11]3[C:20]([C:21]([Cl:35])=[O:22])=[C:19]([C:24]4[CH:29]=[CH:28][CH:27]=[CH:26][CH:25]=4)[C:18]4[C:13](=[CH:14][CH:15]=[C:16]([Br:30])[CH:17]=4)[C:12]3=[O:31])=[CH:9][C:4]=2[O:3][CH2:2]1. The catalyst class is: 118.